This data is from Reaction yield outcomes from USPTO patents with 853,638 reactions. The task is: Predict the reaction yield, written as a fraction of the theoretical maximum amount of product (1.0 means a 100% yield; for example, 0.34 means a 34% yield). (1) The reactants are [CH:1]([C:3]1[CH:12]=[C:11]2[C:6]([CH:7]=[C:8]([NH:13][C:14](=[O:23])[O:15][CH2:16][C:17]3[CH:22]=[CH:21][CH:20]=[CH:19][CH:18]=3)[CH:9]=[N:10]2)=[N:5][CH:4]=1)=[O:2].[Li]C.[CH3:26]COCC. The catalyst is C1COCC1. The product is [OH:2][CH:1]([C:3]1[CH:12]=[C:11]2[C:6]([CH:7]=[C:8]([NH:13][C:14](=[O:23])[O:15][CH2:16][C:17]3[CH:18]=[CH:19][CH:20]=[CH:21][CH:22]=3)[CH:9]=[N:10]2)=[N:5][CH:4]=1)[CH3:26]. The yield is 0.570. (2) The reactants are Cl[C:2]1[N:7]2[N:8]=[C:9](C)[CH:10]=[C:6]2[N:5]=[C:4]([NH:12][C:13](=[O:24])[C:14]2[CH:19]=[CH:18][C:17]([C:20]([OH:23])([CH3:22])[CH3:21])=[CH:16][CH:15]=2)[CH:3]=1.[CH3:25][O-:26].[Na+]. The catalyst is CN(C=O)C.CS(C)=O.CO. The product is [OH:23][C:20]([C:17]1[CH:16]=[CH:15][C:14]([C:13]([NH:12][C:4]2[CH:3]=[C:2]([O:26][CH3:25])[N:7]3[N:8]=[CH:9][CH:10]=[C:6]3[N:5]=2)=[O:24])=[CH:19][CH:18]=1)([CH3:21])[CH3:22]. The yield is 0.0600. (3) The reactants are [Cl:1][C:2]1[CH:11]=[C:10]([C:12]([O:14][CH3:15])=[O:13])[CH:9]=[C:8]([N+:16]([O-])=O)[C:3]=1[C:4]([O:6][CH3:7])=[O:5].C(O)(=O)C. The catalyst is C1(C)C=CC=CC=1.[Fe]. The product is [NH2:16][C:8]1[CH:9]=[C:10]([C:12]([O:14][CH3:15])=[O:13])[CH:11]=[C:2]([Cl:1])[C:3]=1[C:4]([O:6][CH3:7])=[O:5]. The yield is 0.590. (4) The reactants are [H-].[Na+].[CH3:3][O:4][C:5]1[CH:13]=[C:12]2[C:8]([C:9]([C:15]#[N:16])=[C:10]([CH3:14])[NH:11]2)=[CH:7][CH:6]=1.[CH2:17](I)[CH3:18]. The catalyst is CN(C=O)C. The product is [CH2:17]([N:11]1[C:12]2[C:8](=[CH:7][CH:6]=[C:5]([O:4][CH3:3])[CH:13]=2)[C:9]([C:15]#[N:16])=[C:10]1[CH3:14])[CH3:18]. The yield is 0.920. (5) The reactants are [CH3:1][N:2]1[C:10]2[C:5](=[CH:6][CH:7]=[CH:8][CH:9]=2)[CH2:4][C:3]1=[O:11].[CH:12]([C:14]1[NH:18][C:17]([C:19]([OH:21])=[O:20])=[CH:16][C:15]=1[CH3:22])=O. No catalyst specified. The product is [CH3:22][C:15]1[CH:16]=[C:17]([C:19]([OH:21])=[O:20])[NH:18][C:14]=1[CH:12]=[C:4]1[C:5]2[C:10](=[CH:9][CH:8]=[CH:7][CH:6]=2)[N:2]([CH3:1])[C:3]1=[O:11]. The yield is 0.860. (6) The reactants are [NH2:1][CH2:2][C@@H:3]([N:5]1[CH:9]=[CH:8][C:7]([C:10]2[CH:17]=[C:16]([F:18])[C:13]([C:14]#[N:15])=[C:12]([Cl:19])[CH:11]=2)=[N:6]1)[CH3:4].[C:20]([C:23]1[O:27][N:26]=[C:25]([C:28](O)=[O:29])[CH:24]=1)(=[O:22])[CH3:21]. No catalyst specified. The product is [C:20]([C:23]1[O:27][N:26]=[C:25]([C:28]([NH:1][CH2:2][C@@H:3]([N:5]2[CH:9]=[CH:8][C:7]([C:10]3[CH:17]=[C:16]([F:18])[C:13]([C:14]#[N:15])=[C:12]([Cl:19])[CH:11]=3)=[N:6]2)[CH3:4])=[O:29])[CH:24]=1)(=[O:22])[CH3:21]. The yield is 0.196. (7) The reactants are [CH3:1][N:2]([C:10]1[CH:15]=[CH:14][CH:13]=[C:12]([CH2:16][CH:17]2[CH2:22][CH2:21][NH:20][CH2:19][CH2:18]2)[N:11]=1)[C:3](=[O:9])[O:4][C:5]([CH3:8])([CH3:7])[CH3:6].[Cl:23][C:24]1[CH:45]=[CH:44][CH:43]=[C:42]([Cl:46])[C:25]=1[C:26]([NH:28][C@H:29]([C:38]([O:40][CH3:41])=[O:39])[CH2:30][C:31]1[CH:36]=[CH:35][C:34](I)=[CH:33][CH:32]=1)=[O:27].C([O-])([O-])=O.[Cs+].[Cs+].N1CCC[C@H]1C(O)=O. The catalyst is CS(C)=O.[Cu]I. The product is [C:5]([O:4][C:3]([N:2]([CH3:1])[C:10]1[N:11]=[C:12]([CH2:16][CH:17]2[CH2:18][CH2:19][N:20]([C:34]3[CH:35]=[CH:36][C:31]([CH2:30][C@@H:29]([C:38]([O:40][CH3:41])=[O:39])[NH:28][C:26](=[O:27])[C:25]4[C:42]([Cl:46])=[CH:43][CH:44]=[CH:45][C:24]=4[Cl:23])=[CH:32][CH:33]=3)[CH2:21][CH2:22]2)[CH:13]=[CH:14][CH:15]=1)=[O:9])([CH3:8])([CH3:6])[CH3:7]. The yield is 0.220.